Dataset: Catalyst prediction with 721,799 reactions and 888 catalyst types from USPTO. Task: Predict which catalyst facilitates the given reaction. (1) Reactant: [CH2:1]([C:9]#[N:10])[CH2:2][CH2:3][CH2:4][CH2:5][CH2:6][CH2:7][CH3:8].Cl.[NH2:12][OH:13].C(N(CC)CC)C. Product: [OH:13][NH:12][C:9](=[NH:10])[CH2:1][CH2:2][CH2:3][CH2:4][CH2:5][CH2:6][CH2:7][CH3:8]. The catalyst class is: 14. (2) Reactant: [Na+].[O:2]1[C:6]2[CH:7]=[CH:8][CH:9]=[CH:10][C:5]=2[C:4]([CH2:11][CH2:12][S:13]S(=O)(=O)[O-])=[CH:3]1.O.P(=O)(O)(O)O.O=O. Product: [O:2]1[C:6]2[CH:7]=[CH:8][CH:9]=[CH:10][C:5]=2[C:4]([CH2:11][CH2:12][SH:13])=[CH:3]1. The catalyst class is: 27. (3) Reactant: [CH3:1][O:2][C:3]1[CH:8]=[C:7]([O:9][CH3:10])[CH:6]=[CH:5][C:4]=1[C:11]1([O:41][C@H:40]([CH2:42][O:43][CH2:44][C:45]2[CH:50]=[CH:49][CH:48]=[CH:47][CH:46]=2)[C@@H:31]([O:32][CH2:33][C:34]2[CH:39]=[CH:38][CH:37]=[CH:36][CH:35]=2)[C@H:22]([O:23][CH2:24][C:25]2[CH:30]=[CH:29][CH:28]=[CH:27][CH:26]=2)[C@H:13]1[O:14][CH2:15][C:16]1[CH:21]=[CH:20][CH:19]=[CH:18][CH:17]=1)O.C([SiH](CC)CC)C.C(=O)([O-])[O-].[K+].[K+].O. Product: [CH2:15]([O:14][C@@H:13]1[C@@H:22]([O:23][CH2:24][C:25]2[CH:26]=[CH:27][CH:28]=[CH:29][CH:30]=2)[C@H:31]([O:32][CH2:33][C:34]2[CH:39]=[CH:38][CH:37]=[CH:36][CH:35]=2)[C@@H:40]([CH2:42][O:43][CH2:44][C:45]2[CH:46]=[CH:47][CH:48]=[CH:49][CH:50]=2)[O:41][C@H:11]1[C:4]1[CH:5]=[CH:6][C:7]([O:9][CH3:10])=[CH:8][C:3]=1[O:2][CH3:1])[C:16]1[CH:17]=[CH:18][CH:19]=[CH:20][CH:21]=1. The catalyst class is: 10. (4) Reactant: C[O:2][CH:3](OC)[CH2:4][O:5][C:6]([CH2:8][NH:9][C:10](=[O:18])[O:11][CH2:12][O:13][C:14](=[O:17])[CH2:15][CH3:16])=[O:7].C(O)(C(F)(F)F)=O. Product: [CH:3]([CH2:4][O:5][C:6]([CH2:8][NH:9][C:10](=[O:18])[O:11][CH2:12][O:13][C:14](=[O:17])[CH2:15][CH3:16])=[O:7])=[O:2]. The catalyst class is: 2.